From a dataset of Full USPTO retrosynthesis dataset with 1.9M reactions from patents (1976-2016). Predict the reactants needed to synthesize the given product. (1) Given the product [OH:33][CH2:32][C:31]1[C:30]([N:34]2[C:46](=[O:47])[C:45]3[S:44][C:43]4[CH2:42][CH2:41][CH2:40][CH2:39][C:38]=4[C:37]=3[CH2:36][CH2:35]2)=[CH:29][N:28]=[CH:27][C:26]=1[C:4]1[CH:5]=[C:6]([NH:9][C:10]2[CH:15]=[CH:14][C:13]([N:16]3[CH2:17][CH2:18][N:19]([CH:22]4[CH2:25][O:24][CH2:23]4)[CH2:20][CH2:21]3)=[CH:12][N:11]=2)[C:7](=[O:8])[N:2]([CH3:1])[CH:3]=1, predict the reactants needed to synthesize it. The reactants are: [CH3:1][N:2]1[C:7](=[O:8])[C:6]([NH:9][C:10]2[CH:15]=[CH:14][C:13]([N:16]3[CH2:21][CH2:20][N:19]([CH:22]4[CH2:25][O:24][CH2:23]4)[CH2:18][CH2:17]3)=[CH:12][N:11]=2)=[CH:5][C:4]([C:26]2[CH:27]=[N:28][CH:29]=[C:30]([N:34]3[C:46](=[O:47])[C:45]4[S:44][C:43]5[CH2:42][CH2:41][CH2:40][CH2:39][C:38]=5[C:37]=4[CH2:36][CH2:35]3)[C:31]=2[CH:32]=[O:33])=[CH:3]1.[BH4-].[Na+]. (2) Given the product [Cl:19][CH2:2][CH2:3][N:4]1[CH2:9][CH2:8][N:7]([C:10]2[CH:15]=[CH:14][C:13]([N+:16]([O-:18])=[O:17])=[CH:12][CH:11]=2)[CH2:6][CH2:5]1, predict the reactants needed to synthesize it. The reactants are: O[CH2:2][CH2:3][N:4]1[CH2:9][CH2:8][N:7]([C:10]2[CH:15]=[CH:14][C:13]([N+:16]([O-:18])=[O:17])=[CH:12][CH:11]=2)[CH2:6][CH2:5]1.[ClH:19]. (3) Given the product [Cl:1][C:2]1[CH:3]=[C:4]([N:21]2[C:26](=[O:27])[N:25]([CH2:38][O:37][CH2:36][CH2:35][Si:32]([CH3:34])([CH3:33])[CH3:31])[C:24](=[O:28])[CH:23]=[N:22]2)[CH:5]=[C:6]([Cl:20])[C:7]=1[O:8][C:9]1[CH:14]=[CH:13][C:12]([O:15][CH3:16])=[C:11]([N+:17]([O-:19])=[O:18])[CH:10]=1, predict the reactants needed to synthesize it. The reactants are: [Cl:1][C:2]1[CH:3]=[C:4]([N:21]2[C:26](=[O:27])[NH:25][C:24](=[O:28])[CH:23]=[N:22]2)[CH:5]=[C:6]([Cl:20])[C:7]=1[O:8][C:9]1[CH:14]=[CH:13][C:12]([O:15][CH3:16])=[C:11]([N+:17]([O-:19])=[O:18])[CH:10]=1.[H-].[Na+].[CH3:31][Si:32]([CH2:35][CH2:36][O:37][CH2:38]Cl)([CH3:34])[CH3:33]. (4) Given the product [ClH:36].[OH:7][CH2:6][CH:5]([N:8]1[CH2:17][CH2:16][C:15]2[C:10](=[CH:11][CH:12]=[C:13]([C:18]3[N:22]=[C:21]([C:23]4[CH:24]=[C:25]([C:33]#[N:34])[C:26]([O:29][CH:30]([CH3:31])[CH3:32])=[N:27][CH:28]=4)[O:20][N:19]=3)[CH:14]=2)[CH2:9]1)[CH2:4][OH:3], predict the reactants needed to synthesize it. The reactants are: CC1(C)[O:7][CH2:6][CH:5]([N:8]2[CH2:17][CH2:16][C:15]3[C:10](=[CH:11][CH:12]=[C:13]([C:18]4[N:22]=[C:21]([C:23]5[CH:24]=[C:25]([C:33]#[N:34])[C:26]([O:29][CH:30]([CH3:32])[CH3:31])=[N:27][CH:28]=5)[O:20][N:19]=4)[CH:14]=3)[CH2:9]2)[CH2:4][O:3]1.[ClH:36].C(=O)([O-])O.[Na+]. (5) Given the product [CH2:1]([O:8][C:9](=[O:31])[C@@H:10]([NH:23][C:24]([O:26][C:27]([CH3:30])([CH3:29])[CH3:28])=[O:25])[CH2:11][CH2:12][C:13]1[N:14]([CH2:15][C:16]2[CH:21]=[CH:20][CH:19]=[CH:18][CH:17]=2)[NH:69][NH:70][N:71]=1)[C:2]1[CH:7]=[CH:6][CH:5]=[CH:4][CH:3]=1, predict the reactants needed to synthesize it. The reactants are: [CH2:1]([O:8][C:9](=[O:31])[C@@H:10]([NH:23][C:24]([O:26][C:27]([CH3:30])([CH3:29])[CH3:28])=[O:25])[CH2:11][CH2:12][C:13](=O)[NH:14][CH2:15][C:16]1[CH:21]=[CH:20][CH:19]=[CH:18][CH:17]=1)[C:2]1[CH:7]=[CH:6][CH:5]=[CH:4][CH:3]=1.C1(P(C2C=CC=CC=2)C2C=CC=CC=2)C=CC=CC=1.CC(OC(/N=N/C(OC(C)C)=O)=O)C.C[Si]([N:69]=[N+:70]=[N-:71])(C)C.N([O-])=O.[Na+].